This data is from Catalyst prediction with 721,799 reactions and 888 catalyst types from USPTO. The task is: Predict which catalyst facilitates the given reaction. (1) Reactant: [CH:1]1([NH:7][CH2:8][CH2:9][OH:10])[CH2:6][CH2:5][CH2:4][CH2:3][CH2:2]1.[C:11]([O:15][C:16]([NH:18][CH:19]([CH:25]1[CH2:30][CH2:29][CH2:28][CH2:27][CH2:26]1)[CH2:20][CH2:21][C:22](O)=[O:23])=[O:17])([CH3:14])([CH3:13])[CH3:12].C1C=CC2N(O)N=NC=2C=1.CNC(N=C=NCC)CCNC. Product: [C:11]([O:15][C:16](=[O:17])[NH:18][CH:19]([CH:25]1[CH2:30][CH2:29][CH2:28][CH2:27][CH2:26]1)[CH2:20][CH2:21][C:22](=[O:23])[N:7]([CH:1]1[CH2:6][CH2:5][CH2:4][CH2:3][CH2:2]1)[CH2:8][CH2:9][OH:10])([CH3:14])([CH3:12])[CH3:13]. The catalyst class is: 91. (2) Reactant: [OH:1][CH2:2][C:3]1[CH:8]=[CH:7][C:6]([N:9]=[N:10][C:11]2[CH:22]=[CH:21][C:14]([O:15][CH2:16][C:17]([O:19][CH3:20])=[O:18])=[CH:13][C:12]=2[O:23][CH3:24])=[CH:5][CH:4]=1.CCN(C(C)C)C(C)C.Cl[C:35]([O:37][C:38]1[CH:43]=[CH:42][C:41]([N+:44]([O-:46])=[O:45])=[CH:40][CH:39]=1)=[O:36]. Product: [CH3:24][O:23][C:12]1[CH:13]=[C:14]([CH:21]=[CH:22][C:11]=1[N:10]=[N:9][C:6]1[CH:7]=[CH:8][C:3]([CH2:2][O:1][C:35]([O:37][C:38]2[CH:39]=[CH:40][C:41]([N+:44]([O-:46])=[O:45])=[CH:42][CH:43]=2)=[O:36])=[CH:4][CH:5]=1)[O:15][CH2:16][C:17]([O:19][CH3:20])=[O:18]. The catalyst class is: 64. (3) Reactant: [Cl:1][C:2]1[CH:7]=[C:6](I)[CH:5]=[CH:4][C:3]=1[N:9]1[C:13]2[C:14]3[S:18][C:17]([NH:19][C:20](=[O:22])[CH3:21])=[N:16][C:15]=3[CH2:23][CH2:24][C:12]=2[C:11]([CH:25]2[CH2:27][CH2:26]2)=[N:10]1.[Cl-].[Li+].C([Mg]Cl)(C)C.C[Mg]Cl.C[O:39][B:40]([O:43]C)[O:41]C.Cl. Product: [C:20]([NH:19][C:17]1[S:18][C:14]2[C:13]3[N:9]([C:3]4[CH:4]=[CH:5][C:6]([O:39][B:40]([OH:43])[OH:41])=[CH:7][C:2]=4[Cl:1])[N:10]=[C:11]([CH:25]4[CH2:27][CH2:26]4)[C:12]=3[CH2:24][CH2:23][C:15]=2[N:16]=1)(=[O:22])[CH3:21]. The catalyst class is: 30.